Dataset: Forward reaction prediction with 1.9M reactions from USPTO patents (1976-2016). Task: Predict the product of the given reaction. (1) Given the reactants [C:1]([N:8]1[CH2:13][CH2:12][CH:11]([N:14]2[C:18]3[N:19]=[C:20](Cl)[N:21]=[C:22]([N:23]4[CH2:28][CH2:27][O:26][CH2:25][CH2:24]4)[C:17]=3[N:16]=[N:15]2)[CH2:10][CH2:9]1)([O:3][C:4]([CH3:7])([CH3:6])[CH3:5])=[O:2].[OH:30][CH2:31][C:32]1[CH:33]=[C:34](B(O)O)[CH:35]=[CH:36][CH:37]=1, predict the reaction product. The product is: [N:23]1([C:22]2[C:17]3[N:16]=[N:15][N:14]([CH:11]4[CH2:10][CH2:9][NH:8][CH2:13][CH2:12]4)[C:18]=3[N:19]=[C:20]([C:36]3[CH:37]=[C:32]([CH2:31][OH:30])[CH:33]=[CH:34][CH:35]=3)[N:21]=2)[CH2:24][CH2:25][O:26][CH2:27][CH2:28]1.[OH:30][CH2:31][C:32]1[CH:37]=[C:36]([C:20]2[N:21]=[C:22]([N:23]3[CH2:28][CH2:27][O:26][CH2:25][CH2:24]3)[C:17]3[N:16]=[N:15][N:14]([CH:11]4[CH2:12][CH2:13][N:8]([C:1]([O:3][C:4]([CH3:7])([CH3:6])[CH3:5])=[O:2])[CH2:9][CH2:10]4)[C:18]=3[N:19]=2)[CH:35]=[CH:34][CH:33]=1. (2) Given the reactants [NH2:1][C:2]1[C:9]([O:10][CH2:11][C:12]2[CH:17]=[CH:16][CH:15]=[CH:14][CH:13]=2)=[CH:8][C:7]([S:18]([CH:21]([CH3:23])[CH3:22])(=[O:20])=[O:19])=[CH:6][C:3]=1[C:4]#[N:5].[N:24]([O-])=O.[Na+].[Sn](Cl)Cl.[OH-].[Na+], predict the reaction product. The product is: [CH2:11]([O:10][C:9]1[CH:8]=[C:7]([S:18]([CH:21]([CH3:23])[CH3:22])(=[O:20])=[O:19])[CH:6]=[C:3]2[C:2]=1[NH:1][N:5]=[C:4]2[NH2:24])[C:12]1[CH:17]=[CH:16][CH:15]=[CH:14][CH:13]=1. (3) Given the reactants [CH2:1]([O:3][C:4](=[O:28])[CH2:5][C:6]1[CH:11]=[C:10]([C:12]([F:15])([F:14])[F:13])[CH:9]=[C:8]([O:16][C:17]2[CH:22]=[CH:21][C:20]([N+:23]([O-:25])=[O:24])=[CH:19][C:18]=2[CH2:26]Br)[CH:7]=1)[CH3:2].[CH3:29][CH:30]([SH:32])[CH3:31], predict the reaction product. The product is: [CH2:1]([O:3][C:4](=[O:28])[CH2:5][C:6]1[CH:11]=[C:10]([C:12]([F:15])([F:14])[F:13])[CH:9]=[C:8]([O:16][C:17]2[CH:22]=[CH:21][C:20]([N+:23]([O-:25])=[O:24])=[CH:19][C:18]=2[CH2:26][S:32][CH:30]([CH3:31])[CH3:29])[CH:7]=1)[CH3:2]. (4) Given the reactants [Si:1]([O:8][C:9]1[CH:14]=[CH:13][C:12]([C:15]2[N:16]=[C:17]([C:22]3[CH:31]=[CH:30][C:29]4[C:24](=[CH:25][CH:26]=[CH:27][CH:28]=4)[CH:23]=3)[C:18]([NH2:21])=[N:19][CH:20]=2)=[CH:11][CH:10]=1)([C:4]([CH3:7])([CH3:6])[CH3:5])([CH3:3])[CH3:2].[Si:32]([O:39][C:40]1[CH:45]=[CH:44][C:43]([CH2:46][C:47](Cl)=[O:48])=[CH:42][CH:41]=1)([C:35]([CH3:38])([CH3:37])[CH3:36])([CH3:34])[CH3:33].O, predict the reaction product. The product is: [Si:32]([O:39][C:40]1[CH:41]=[CH:42][C:43]([CH2:46][C:47]([NH:21][C:18]2[C:17]([C:22]3[CH:31]=[CH:30][C:29]4[C:24](=[CH:25][CH:26]=[CH:27][CH:28]=4)[CH:23]=3)=[N:16][C:15]([C:12]3[CH:11]=[CH:10][C:9]([O:8][Si:1]([C:4]([CH3:7])([CH3:5])[CH3:6])([CH3:3])[CH3:2])=[CH:14][CH:13]=3)=[CH:20][N:19]=2)=[O:48])=[CH:44][CH:45]=1)([C:35]([CH3:38])([CH3:37])[CH3:36])([CH3:34])[CH3:33].